From a dataset of Catalyst prediction with 721,799 reactions and 888 catalyst types from USPTO. Predict which catalyst facilitates the given reaction. (1) Reactant: [NH2:1][C:2]1[C:3]([C:13]2[CH:14]=[N:15][C:16]([N:19]3[CH2:24][CH2:23][O:22][CH2:21][CH2:20]3)=[CH:17][CH:18]=2)=[N:4][C:5]([Br:12])=[CH:6][C:7]=1[C:8]([O:10][CH3:11])=[O:9].N([O-])=O.[Na+].[N-:29]=[N+:30]=[N-].[Na+].CCOCC. Product: [N:1]([C:2]1[C:3]([C:13]2[CH:14]=[N:15][C:16]([N:19]3[CH2:20][CH2:21][O:22][CH2:23][CH2:24]3)=[CH:17][CH:18]=2)=[N:4][C:5]([Br:12])=[CH:6][C:7]=1[C:8]([O:10][CH3:11])=[O:9])=[N+:29]=[N-:30]. The catalyst class is: 484. (2) Reactant: [CH3:1][O:2][CH2:3][C@@H:4]([N:7]([CH2:15][CH:16]=[O:17])[C:8](=[O:14])[O:9][C:10]([CH3:13])([CH3:12])[CH3:11])[CH:5]=[CH2:6].[C:18]([O:22][CH3:23])(=[O:21])[CH:19]=[CH2:20].N12CCC(CC1)CC2. Product: [C:10]([O:9][C:8]([N:7]([C@@H:4]([CH:5]=[CH2:6])[CH2:3][O:2][CH3:1])[CH2:15][CH:16]([OH:17])[C:19](=[CH2:20])[C:18]([O:22][CH3:23])=[O:21])=[O:14])([CH3:12])([CH3:13])[CH3:11]. The catalyst class is: 5. (3) Product: [CH:38]1([C:36]([NH:35][C:33]2[N:34]=[C:29]3[CH:28]=[CH:27][C:26]([O:25][C:24]4[CH:41]=[CH:42][C:43]([CH3:44])=[C:22]([NH:21][C:8]([C:6]5[N:5]([CH3:11])[N:4]=[C:3]([CH2:1][CH3:2])[CH:7]=5)=[O:10])[CH:23]=4)=[CH:31][N:30]3[N:32]=2)=[O:37])[CH2:39][CH2:40]1. Reactant: [CH2:1]([C:3]1[CH:7]=[C:6]([C:8]([OH:10])=O)[N:5]([CH3:11])[N:4]=1)[CH3:2].O1CCCC1.S(Cl)(Cl)=O.[NH2:21][C:22]1[CH:23]=[C:24]([CH:41]=[CH:42][C:43]=1[CH3:44])[O:25][C:26]1[CH:27]=[CH:28][C:29]2[N:30]([N:32]=[C:33]([NH:35][C:36]([CH:38]3[CH2:40][CH2:39]3)=[O:37])[N:34]=2)[CH:31]=1. The catalyst class is: 402. (4) Reactant: [F:1][C:2]1[CH:10]=[C:9]2[C:5]([CH:6]=[CH:7][NH:8]2)=[CH:4][CH:3]=1.[H-].[Na+].I[CH3:14]. Product: [F:1][C:2]1[CH:10]=[C:9]2[C:5]([CH:6]=[CH:7][N:8]2[CH3:14])=[CH:4][CH:3]=1. The catalyst class is: 9. (5) Reactant: [Br:1][C:2]1[CH:3]=[C:4]([CH:18]=[C:19]([CH2:21][NH:22][CH2:23][C:24]([F:27])([F:26])[F:25])[CH:20]=1)[CH2:5][O:6][C:7]1[CH:12]=[CH:11][CH:10]=[CH:9][C:8]=1[CH2:13][C:14]([O:16][CH3:17])=[O:15].[C:28](=O)(O)[O-].[Na+].FC(F)(F)S(OC)(=O)=O. Product: [Br:1][C:2]1[CH:3]=[C:4]([CH:18]=[C:19]([CH2:21][N:22]([CH3:28])[CH2:23][C:24]([F:25])([F:26])[F:27])[CH:20]=1)[CH2:5][O:6][C:7]1[CH:12]=[CH:11][CH:10]=[CH:9][C:8]=1[CH2:13][C:14]([O:16][CH3:17])=[O:15]. The catalyst class is: 84. (6) Reactant: [O:1]1[C:9]2[C:4](=[CH:5][CH:6]=[CH:7][CH:8]=2)[C:3](=O)[CH2:2]1.[C:11]([CH:16]=P(C1C=CC=CC=1)(C1C=CC=CC=1)C1C=CC=CC=1)([O:13][CH2:14][CH3:15])=[O:12]. Product: [CH2:14]([O:13][C:11](=[O:12])[CH2:16][C:3]1[C:4]2[CH:5]=[CH:6][CH:7]=[CH:8][C:9]=2[O:1][CH:2]=1)[CH3:15]. The catalyst class is: 11. (7) Reactant: [F:1][C:2]1[CH:7]=[C:6]([F:8])[CH:5]=[CH:4][C:3]=1[NH:9][S:10]([CH2:13][CH2:14][CH3:15])(=[O:12])=[O:11].C([N-]C(C)C)(C)C.[Li+].C([Li])CCC.C(NC(C)C)(C)C.CN(C)[CH:38]=[O:39]. Product: [F:1][C:2]1[C:7]([CH:38]=[O:39])=[C:6]([F:8])[CH:5]=[CH:4][C:3]=1[NH:9][S:10]([CH2:13][CH2:14][CH3:15])(=[O:12])=[O:11]. The catalyst class is: 30.